Dataset: NCI-60 drug combinations with 297,098 pairs across 59 cell lines. Task: Regression. Given two drug SMILES strings and cell line genomic features, predict the synergy score measuring deviation from expected non-interaction effect. Drug 1: COC1=C(C=C2C(=C1)N=CN=C2NC3=CC(=C(C=C3)F)Cl)OCCCN4CCOCC4. Drug 2: C1C(C(OC1N2C=NC3=C2NC=NCC3O)CO)O. Cell line: IGROV1. Synergy scores: CSS=53.0, Synergy_ZIP=6.78, Synergy_Bliss=8.35, Synergy_Loewe=-9.65, Synergy_HSA=7.76.